From a dataset of Human liver microsome stability data. Regression/Classification. Given a drug SMILES string, predict its absorption, distribution, metabolism, or excretion properties. Task type varies by dataset: regression for continuous measurements (e.g., permeability, clearance, half-life) or binary classification for categorical outcomes (e.g., BBB penetration, CYP inhibition). Dataset: hlm. (1) The compound is Cc1nc(-c2nc3cccc(C)c3n2C)c(C)c(-c2ccc(Cl)cc2)c1[C@H](OC(C)(C)C)C(=O)O. The result is 0 (unstable in human liver microsomes). (2) The compound is O=C(NCc1ccccc1)c1ccc(N2CCN(S(=O)(=O)c3ccccc3Cl)CC2)nn1. The result is 1 (stable in human liver microsomes). (3) The compound is CN1CCN(C(=O)Nc2ccc(C[C@H](NC(=O)C=Cc3c(-n4cnnn4)ccc(Cl)c3F)C(=O)Nc3ccc(C(=O)O)cc3)cc2)CC1. The result is 0 (unstable in human liver microsomes). (4) The molecule is COc1cccc(CN2C(=O)CN(C(=O)c3cc4cc(OC)ccc4[nH]3)C[C@@H]2Cc2ccccc2)c1. The result is 1 (stable in human liver microsomes). (5) The molecule is Cc1cnc(NCCc2ccc(F)cc2)c(=O)n1CC(=O)NCCON=C(N)N. The result is 1 (stable in human liver microsomes). (6) The compound is CC(C)N=C(NC1=NC(=O)C(=O)N1C(C)C)Nc1ccc(Cl)c(Cl)c1. The result is 0 (unstable in human liver microsomes). (7) The compound is Cc1ccc(NS(=O)(=O)c2cc3c(cc2N[C@@H](C)CO)NC(=O)CC3)cc1Cl. The result is 0 (unstable in human liver microsomes).